This data is from Full USPTO retrosynthesis dataset with 1.9M reactions from patents (1976-2016). The task is: Predict the reactants needed to synthesize the given product. (1) The reactants are: [Cl:1][C:2]1[CH:10]=[CH:9][C:8]2[N:7]([CH2:11][C:12]([OH:14])=O)[C:6]3[CH2:15][CH2:16][N:17]([CH3:19])[CH2:18][C:5]=3[C:4]=2[CH:3]=1.C(Cl)(=O)C(Cl)=O.[CH3:26][CH:27]1[CH2:32][CH2:31][CH2:30][CH2:29][NH:28]1. Given the product [Cl:1][C:2]1[CH:10]=[CH:9][C:8]2[N:7]([CH2:11][C:12]([N:28]3[CH2:29][CH2:30][CH2:31][CH2:32][CH:27]3[CH3:26])=[O:14])[C:6]3[CH2:15][CH2:16][N:17]([CH3:19])[CH2:18][C:5]=3[C:4]=2[CH:3]=1, predict the reactants needed to synthesize it. (2) Given the product [F:8][C:9]1[C:14]([C:15]([C:17]2[N:18]=[CH:19][NH:20][CH:21]=2)=[O:16])=[CH:13][CH:12]=[CH:11][N:10]=1, predict the reactants needed to synthesize it. The reactants are: FC(F)(F)C(O)=O.[F:8][C:9]1[C:14]([C:15]([C:17]2[N:18]=[CH:19][N:20](C(C3C=CC=CC=3)(C3C=CC=CC=3)C3C=CC=CC=3)[CH:21]=2)=[O:16])=[CH:13][CH:12]=[CH:11][N:10]=1. (3) Given the product [C:26]([C:2]1[CH:7]=[C:6]([C:8]2[CH:13]=[CH:12][C:11]([C:14]([F:17])([F:16])[F:15])=[CH:10][CH:9]=2)[N:5]=[CH:4][C:3]=1[C:18]([O:20][CH3:21])=[O:19])#[N:27], predict the reactants needed to synthesize it. The reactants are: Cl[C:2]1[CH:7]=[C:6]([C:8]2[CH:13]=[CH:12][C:11]([C:14]([F:17])([F:16])[F:15])=[CH:10][CH:9]=2)[N:5]=[CH:4][C:3]=1[C:18]([O:20][CH3:21])=[O:19].C(Cl)(Cl)Cl.[CH3:26][N:27](C)C=O. (4) Given the product [CH:4]1[CH:5]=[CH:6][C:1]([NH:7][C:13]2[CH:14]=[CH:15][C:10]([NH2:9])=[CH:11][CH:12]=2)=[CH:2][CH:3]=1, predict the reactants needed to synthesize it. The reactants are: [C:1]1([NH:7]O)[CH:6]=[CH:5][CH:4]=[CH:3][CH:2]=1.[NH2:9][C:10]1[CH:15]=[CH:14][CH:13]=[CH:12][CH:11]=1.Cl.